Dataset: Catalyst prediction with 721,799 reactions and 888 catalyst types from USPTO. Task: Predict which catalyst facilitates the given reaction. (1) Reactant: C[N:2](C(ON1N=NC2C=CC=NC1=2)=[N+](C)C)C.F[P-](F)(F)(F)(F)F.[C:25]([O:29][C:30]([N:32]1[CH2:37][CH2:36][CH2:35][CH2:34][C@H:33]1[C:38]([OH:40])=O)=[O:31])([CH3:28])([CH3:27])[CH3:26].[Cl-].[NH4+].CCN(C(C)C)C(C)C. Product: [NH2:2][C:38]([C@@H:33]1[CH2:34][CH2:35][CH2:36][CH2:37][N:32]1[C:30]([O:29][C:25]([CH3:28])([CH3:27])[CH3:26])=[O:31])=[O:40]. The catalyst class is: 3. (2) Reactant: C1([C:9]([O-:11])=O)C=C(C)C=C(C)C=1.[NH2:12][N+:13]1[CH:18]=[CH:17][N:16]=[CH:15][C:14]=1[NH2:19].[CH:20]([N:23]([CH:26](C)C)CC)(C)C.CCN=C=N[CH2:34][CH2:35][CH2:36][N:37]([CH3:39])C.[ClH:40]. Product: [Cl:40][C:15]1[C:14]2[N:13]([N:12]=[C:20]([NH:23][C:26]3[CH:39]=[N:37][C:36]([O:11][CH3:9])=[CH:35][CH:34]=3)[N:19]=2)[CH:18]=[CH:17][N:16]=1. The catalyst class is: 4. (3) Reactant: [C:1]([NH:6][C:7]1[C:16]([N+:17]([O-])=O)=[CH:15][CH:14]=[CH:13][C:8]=1[C:9]([O:11][CH3:12])=[O:10])(=[O:5])[CH2:2][CH2:3][CH3:4]. Product: [NH2:17][C:16]1[C:7]([NH:6][C:1](=[O:5])[CH2:2][CH2:3][CH3:4])=[C:8]([CH:13]=[CH:14][CH:15]=1)[C:9]([O:11][CH3:12])=[O:10]. The catalyst class is: 129. (4) Reactant: C(N(C(C)C)CC)(C)C.Br[CH2:11][CH2:12][S:13][C:14]1[S:15][CH:16]=[CH:17][CH:18]=1.Br.[O:20]=[C:21]([C:34]1[C:43]2[C:38](=[CH:39][CH:40]=[C:41]([O:44][CH3:45])[CH:42]=2)[N:37]=[CH:36][CH:35]=1)[CH2:22][CH2:23][C@@H:24]1[CH2:29][CH2:28][NH:27][CH2:26][C@@H:25]1[C:30]([O:32][CH3:33])=[O:31].O. Product: [S:15]1[CH:16]=[CH:17][CH:18]=[C:14]1[S:13][CH2:12][CH2:11][N:27]1[CH2:28][CH2:29][C@@H:24]([CH2:23][CH2:22][C:21](=[O:20])[C:34]2[C:43]3[C:38](=[CH:39][CH:40]=[C:41]([O:44][CH3:45])[CH:42]=3)[N:37]=[CH:36][CH:35]=2)[C@@H:25]([C:30]([O:32][CH3:33])=[O:31])[CH2:26]1. The catalyst class is: 435. (5) Reactant: [Br:1]Br.[OH:3][C:4]1[CH:5]=[C:6]2[C:11](=[CH:12][CH:13]=1)[CH:10]=[C:9]([CH2:14][NH:15][C:16]([C:18]1[C:22]3[CH:23]=[CH:24][CH:25]=[CH:26][C:21]=3[O:20][C:19]=1[CH2:27][CH2:28][CH2:29][CH3:30])=[O:17])[CH:8]=[CH:7]2. Product: [Br:1][C:5]1[C:4]([OH:3])=[CH:13][CH:12]=[C:11]2[C:6]=1[CH:7]=[CH:8][C:9]([CH2:14][NH:15][C:16]([C:18]1[C:22]3[CH:23]=[CH:24][CH:25]=[CH:26][C:21]=3[O:20][C:19]=1[CH2:27][CH2:28][CH2:29][CH3:30])=[O:17])=[CH:10]2. The catalyst class is: 52. (6) Reactant: [N+:1]([C:4]1[CH:5]=[C:6]([CH:11]=[C:12]([C:14]2[CH:19]=[CH:18][N:17]=[CH:16][CH:15]=2)[CH:13]=1)[C:7]([O:9][CH3:10])=[O:8])([O-])=O. Product: [NH2:1][C:4]1[CH:5]=[C:6]([CH:11]=[C:12]([C:14]2[CH:19]=[CH:18][N:17]=[CH:16][CH:15]=2)[CH:13]=1)[C:7]([O:9][CH3:10])=[O:8]. The catalyst class is: 19.